This data is from CYP3A4 inhibition data for predicting drug metabolism from PubChem BioAssay. The task is: Regression/Classification. Given a drug SMILES string, predict its absorption, distribution, metabolism, or excretion properties. Task type varies by dataset: regression for continuous measurements (e.g., permeability, clearance, half-life) or binary classification for categorical outcomes (e.g., BBB penetration, CYP inhibition). Dataset: cyp3a4_veith. (1) The molecule is NCCSC[C@H](N)C(=O)O. The result is 0 (non-inhibitor). (2) The compound is Cl.c1ccc(CSc2nnc([C@@H]3CCCN3)o2)cc1. The result is 0 (non-inhibitor). (3) The compound is NCS(=O)(=O)O. The result is 0 (non-inhibitor). (4) The drug is NC(N)=NC(=O)c1nc(Cl)c(N2CCCCCC2)nc1N. The result is 0 (non-inhibitor). (5) The molecule is COc1ccccc1CC1C(=O)C2CCN1CC2. The result is 0 (non-inhibitor). (6) The molecule is O=C(/C=C/c1ccc(F)cc1)NCCC1=CCCCC1. The result is 0 (non-inhibitor). (7) The result is 0 (non-inhibitor). The drug is C[C@@H](C(=O)O)c1ccc(C(=O)c2cccs2)cc1. (8) The compound is Cc1ccc2nc(NC(=O)COC(=O)CSc3nc(C)cc(C)n3)sc2c1. The result is 0 (non-inhibitor). (9) The molecule is CS(=O)(=O)Nc1ccc(Nc2c3ccccc3nc3ccccc23)cc1.CS(=O)(=O)O. The result is 0 (non-inhibitor). (10) The molecule is OC[C@@H]1O[C@H](n2cnc3c(/C=C(\O)c4ccccc4)ncnc32)[C@H](O)[C@@H]1O. The result is 0 (non-inhibitor).